From a dataset of hERG potassium channel inhibition data for cardiac toxicity prediction from Karim et al.. Regression/Classification. Given a drug SMILES string, predict its toxicity properties. Task type varies by dataset: regression for continuous values (e.g., LD50, hERG inhibition percentage) or binary classification for toxic/non-toxic outcomes (e.g., AMES mutagenicity, cardiotoxicity, hepatotoxicity). Dataset: herg_karim. (1) The drug is COc1ccc([C@@H](C)NC(=O)Cc2ccc(C(C)(C)C)cc2)nc1. The result is 0 (non-blocker). (2) The compound is NC1=N[C@@]2(CO1)c1cc(-c3cccnc3F)ccc1Oc1ncc(C3=CCOCC3)cc12. The result is 0 (non-blocker). (3) The drug is CCOC(=O)[C@H]1CC[C@@H](N2CC(NC(=O)CNc3nn(CC(F)(F)F)c4ccc(C(F)(F)F)cc34)C2)CC1. The result is 1 (blocker). (4) The drug is Cc1nc2ccc(Oc3ccc(F)c4cccnc34)nc2c(=O)n1CC1CCCN(C(C)C)C1. The result is 1 (blocker). (5) The molecule is CN(Cc1cnccn1)S(=O)(=O)Nc1ccc2ccc3ncc(-c4cnn(C)c4)cc3c(=O)c2c1. The result is 1 (blocker). (6) The compound is CS(=O)(=O)c1ccc(C(=O)N2CCN(c3ccc(OC4CCN(C5CCC5)CC4)cc3)C(=O)C2)cc1. The result is 0 (non-blocker).